Dataset: Catalyst prediction with 721,799 reactions and 888 catalyst types from USPTO. Task: Predict which catalyst facilitates the given reaction. (1) Reactant: [CH3:1][C:2]1[N:3]=[CH:4][N:5]([CH:9]([CH3:11])[CH3:10])[C:6]=1[CH:7]=[O:8].[BH4-].[Na+].O. Product: [CH3:1][C:2]1[N:3]=[CH:4][N:5]([CH:9]([CH3:11])[CH3:10])[C:6]=1[CH2:7][OH:8]. The catalyst class is: 5. (2) Reactant: C1(C[NH:8][C:9]2[C:14]3[CH2:15][O:16][CH2:17][C:18]4[CH:23]=[C:22]([O:24][CH3:25])[C:21]([O:26][CH3:27])=[C:20]([O:28][CH3:29])[C:19]=4[C:13]=3[CH:12]=[CH:11][C:10]=2[O:30][CH3:31])C=CC=CC=1. Product: [CH3:31][O:30][C:10]1[CH:11]=[CH:12][C:13]2[C:19]3[C:20]([O:28][CH3:29])=[C:21]([O:26][CH3:27])[C:22]([O:24][CH3:25])=[CH:23][C:18]=3[CH2:17][O:16][CH2:15][C:14]=2[C:9]=1[NH2:8]. The catalyst class is: 153. (3) Reactant: [CH3:1][O:2][C:3]1[CH:11]=[CH:10][C:6]([C:7](Cl)=[O:8])=[CH:5][CH:4]=1.[NH2:12][C:13]1[N:17](C(OC(C)(C)C)=O)[N:16]=[C:15]([O:25][CH2:26][C:27]2[CH:32]=[C:31]([O:33][CH3:34])[CH:30]=[C:29]([O:35][CH3:36])[CH:28]=2)[CH:14]=1. Product: [CH3:34][O:33][C:31]1[CH:32]=[C:27]([CH2:26][O:25][C:15]2[CH:14]=[C:13]([NH:12][C:7](=[O:8])[C:6]3[CH:10]=[CH:11][C:3]([O:2][CH3:1])=[CH:4][CH:5]=3)[NH:17][N:16]=2)[CH:28]=[C:29]([O:35][CH3:36])[CH:30]=1. The catalyst class is: 1. (4) Reactant: [NH2:1][C:2]1[CH:3]=[C:4]([C:9]2[CH:10]=[CH:11][C:12](=[O:30])[N:13]([CH2:15][CH2:16][O:17][C:18]3[C:27]4[C:22](=[CH:23][C:24]([O:28][CH3:29])=[CH:25][CH:26]=4)[N:21]=[CH:20][CH:19]=3)[CH:14]=2)[CH:5]=[CH:6][C:7]=1[CH3:8].C(N(CC)CC)C.[C:38](Cl)(=[O:44])[O:39][CH2:40][CH:41]([CH3:43])[CH3:42]. Product: [CH3:29][O:28][C:24]1[CH:23]=[C:22]2[C:27]([C:18]([O:17][CH2:16][CH2:15][N:13]3[C:12](=[O:30])[CH:11]=[CH:10][C:9]([C:4]4[CH:5]=[CH:6][C:7]([CH3:8])=[C:2]([NH:1][C:38](=[O:44])[O:39][CH2:40][CH:41]([CH3:43])[CH3:42])[CH:3]=4)=[CH:14]3)=[CH:19][CH:20]=[N:21]2)=[CH:26][CH:25]=1. The catalyst class is: 2. (5) Reactant: C(OC([N:8]1[CH2:12][C@@H:11]([CH2:13][N:14]([CH:28]([CH3:30])[CH3:29])[C:15]([CH:17]2[C:26]3[C:21](=[CH:22][CH:23]=[CH:24][CH:25]=3)[NH:20][C:19](=[O:27])[CH2:18]2)=O)[C@H:10]([CH2:31][C:32]2[CH:37]=[CH:36][CH:35]=[CH:34][CH:33]=2)[CH2:9]1)=O)(C)(C)C.[CH3:38]C#N.[OH2:41].CC#N. Product: [CH2:31]([C@@H:10]1[CH2:9][NH:8][CH2:12][C@H:11]1[CH2:13][N:14]([CH:28]1[CH2:29][CH2:38][CH2:30]1)[C:15]([CH:17]1[C:26]2[C:21](=[CH:22][CH:23]=[CH:24][CH:25]=2)[NH:20][C:19](=[O:27])[CH2:18]1)=[O:41])[C:32]1[CH:33]=[CH:34][CH:35]=[CH:36][CH:37]=1. The catalyst class is: 6. (6) Product: [C:24]([O:18][C:16]([NH:15][CH2:14][C@H:13]([C:10]1[CH:11]=[CH:12][C:7]([Cl:6])=[CH:8][CH:9]=1)[C:19]([OH:33])=[O:20])=[O:17])([CH3:27])([CH3:25])[CH3:23]. The catalyst class is: 20. Reactant: OO.O[Li].O.[Cl:6][C:7]1[CH:12]=[CH:11][C:10]([CH:13]([CH:19]=[O:20])[CH2:14][NH:15][C:16](=[O:18])[O-:17])=[CH:9][CH:8]=1.CO[C:23]1C=C(OC)C=[CH:27][C:24]=1[CH:25]=O.[O-:33]S([O-])=O.[Na+].[Na+]. (7) Reactant: [BH4-].[Na+].C([O:5][C:6](=O)[C:7]1[CH:12]=[C:11]([Br:13])[CH:10]=[N:9][CH:8]=1)C. Product: [Br:13][C:11]1[CH:12]=[C:7]([CH2:6][OH:5])[CH:8]=[N:9][CH:10]=1. The catalyst class is: 8. (8) Reactant: Br[C:2]1[N:7]=[C:6]2[N:8]([CH2:11][C:12]3[CH:13]=[C:14]4[C:19](=[CH:20][CH:21]=3)[N:18]=[CH:17][CH:16]=[CH:15]4)[N:9]=[N:10][C:5]2=[N:4][CH:3]=1.C(=O)([O-])[O-].[K+].[K+].[NH:28]1[CH2:32][CH2:31][C@@H:30]([NH:33][C:34](=[O:40])[O:35][C:36]([CH3:39])([CH3:38])[CH3:37])[CH2:29]1. Product: [N:18]1[C:19]2[C:14](=[CH:13][C:12]([CH2:11][N:8]3[C:6]4[C:5](=[N:4][CH:3]=[C:2]([N:28]5[CH2:32][CH2:31][C@@H:30]([NH:33][C:34](=[O:40])[O:35][C:36]([CH3:38])([CH3:37])[CH3:39])[CH2:29]5)[N:7]=4)[N:10]=[N:9]3)=[CH:21][CH:20]=2)[CH:15]=[CH:16][CH:17]=1. The catalyst class is: 41.